From a dataset of Full USPTO retrosynthesis dataset with 1.9M reactions from patents (1976-2016). Predict the reactants needed to synthesize the given product. (1) Given the product [NH:15]1[C:23]2[CH:22]=[CH:21][N:20]=[CH:19][C:18]=2[CH:17]=[C:16]1[CH:24]=[O:25], predict the reactants needed to synthesize it. The reactants are: C(O)(C(F)(F)F)=O.CC(OC([N:15]1[C:23]2[CH:22]=[CH:21][N:20]=[CH:19][C:18]=2[CH:17]=[C:16]1[CH:24]=[O:25])=O)(C)C. (2) The reactants are: [CH2:1]([O:8][C:9]1[CH:18]=[C:17]2[C:12]([C:13](=O)[NH:14][CH:15]=[N:16]2)=[CH:11][C:10]=1[O:20][CH3:21])[C:2]1[CH:7]=[CH:6][CH:5]=[CH:4][CH:3]=1.CN(C=O)C.S(Cl)([Cl:29])=O. Given the product [CH2:1]([O:8][C:9]1[CH:18]=[C:17]2[C:12]([C:13]([Cl:29])=[N:14][CH:15]=[N:16]2)=[CH:11][C:10]=1[O:20][CH3:21])[C:2]1[CH:7]=[CH:6][CH:5]=[CH:4][CH:3]=1, predict the reactants needed to synthesize it. (3) Given the product [Cl:1][C:2]1[CH:3]=[C:4]([S:9]([CH:12]2[CH2:17][CH2:16][NH:15][CH2:14][CH2:13]2)(=[O:11])=[O:10])[CH:5]=[CH:6][C:7]=1[Cl:8], predict the reactants needed to synthesize it. The reactants are: [Cl:1][C:2]1[CH:3]=[C:4]([S:9]([CH:12]2[CH2:17][CH2:16][N:15](C(OC(C)(C)C)=O)[CH2:14][CH2:13]2)(=[O:11])=[O:10])[CH:5]=[CH:6][C:7]=1[Cl:8].Cl.C([O-])([O-])=O.[Na+].[Na+]. (4) Given the product [Cl:1][C:2]1[CH:3]=[C:4]([C:21]([N:23]2[CH2:28][CH2:27][N:26]([CH:29]([CH3:31])[CH3:30])[CH2:25][CH2:24]2)=[O:22])[CH:5]=[C:6]2[C:10]=1[N:9]([CH:35]([CH3:37])[CH3:36])[C:8]([C:11]([N:13]1[CH2:18][CH2:17][C:16]([F:20])([F:19])[CH2:15][CH2:14]1)=[O:12])=[CH:7]2, predict the reactants needed to synthesize it. The reactants are: [Cl:1][C:2]1[CH:3]=[C:4]([C:21]([N:23]2[CH2:28][CH2:27][N:26]([CH:29]([CH3:31])[CH3:30])[CH2:25][CH2:24]2)=[O:22])[CH:5]=[C:6]2[C:10]=1[NH:9][C:8]([C:11]([N:13]1[CH2:18][CH2:17][C:16]([F:20])([F:19])[CH2:15][CH2:14]1)=[O:12])=[CH:7]2.[H-].[Na+].Br[CH:35]([CH3:37])[CH3:36]. (5) Given the product [C:7]([C:9]1[CH:25]=[CH:24][C:12]2[CH2:13][CH2:14][N:15]([C:18](=[O:23])[C:19]([F:22])([F:20])[F:21])[CH2:16][CH2:17][C:11]=2[C:10]=1[O:26][S:29]([C:28]([F:41])([F:40])[F:27])(=[O:31])=[O:30])#[N:8], predict the reactants needed to synthesize it. The reactants are: N1C=CC=CC=1.[C:7]([C:9]1[CH:25]=[CH:24][C:12]2[CH2:13][CH2:14][N:15]([C:18](=[O:23])[C:19]([F:22])([F:21])[F:20])[CH2:16][CH2:17][C:11]=2[C:10]=1[OH:26])#[N:8].[F:27][C:28]([F:41])([F:40])[S:29](O[S:29]([C:28]([F:41])([F:40])[F:27])(=[O:31])=[O:30])(=[O:31])=[O:30]. (6) Given the product [C:1]([C:9]1[CH:14]=[CH:13][C:12]([CH2:2][C:1](=[O:8])[CH3:9])=[CH:11][CH:10]=1)(=[O:8])[C:2]1[CH:7]=[CH:6][CH:5]=[CH:4][CH:3]=1, predict the reactants needed to synthesize it. The reactants are: [C:1]([C:9]1[CH:14]=[CH:13][C:12](Cl)=[CH:11][CH:10]=1)(=[O:8])[C:2]1[CH:7]=[CH:6][CH:5]=[CH:4][CH:3]=1.P. (7) Given the product [CH3:3][C:4]1[N:19]2[C:7]([CH2:8][C:9]3[C:17]4[CH:16]=[CH:15][CH:14]=[CH:13][C:12]=4[N:11]([CH3:29])[C:10]=3[CH2:18]2)=[C:6]([C:20]([O:22][CH3:23])=[O:21])[C:5]=1[C:24]([O:26][CH3:27])=[O:25], predict the reactants needed to synthesize it. The reactants are: [H-].[Na+].[CH3:3][C:4]1[N:19]2[C:7]([CH2:8][C:9]3[C:17]4[CH:16]=[CH:15][CH:14]=[CH:13][C:12]=4[NH:11][C:10]=3[CH2:18]2)=[C:6]([C:20]([O:22][CH3:23])=[O:21])[C:5]=1[C:24]([O:26][CH3:27])=[O:25].I[CH3:29].CO.